This data is from CYP2C19 inhibition data for predicting drug metabolism from PubChem BioAssay. The task is: Regression/Classification. Given a drug SMILES string, predict its absorption, distribution, metabolism, or excretion properties. Task type varies by dataset: regression for continuous measurements (e.g., permeability, clearance, half-life) or binary classification for categorical outcomes (e.g., BBB penetration, CYP inhibition). Dataset: cyp2c19_veith. (1) The result is 0 (non-inhibitor). The compound is O=C(N/N=C/c1ccccn1)c1ccco1. (2) The compound is COc1cccc(-c2cc(=O)c3ccccc3o2)c1N. The result is 1 (inhibitor). (3) The compound is CC1CCCN(C/C=C/c2ccccc2[N+](=O)[O-])C1. The result is 1 (inhibitor). (4) The compound is O=C(O)C1C2C=CC(O2)C1C(=O)NC1CCCc2ccccc21. The result is 0 (non-inhibitor). (5) The molecule is COc1ccc(CNc2ccnc(-c3ccc(N(C)C)cc3)n2)c(OC)c1. The result is 1 (inhibitor). (6) The drug is CC(C)NC[C@H](O)c1ccc(N)c(C#N)c1. The result is 0 (non-inhibitor). (7) The compound is Cc1cc(NC(=O)COC(=O)c2ccc(S(=O)(=O)N3CCCc4ccccc43)cc2)no1. The result is 1 (inhibitor). (8) The molecule is Cc1cc(Cl)nc(NC(=O)CSc2ccc(Cl)cc2)n1. The result is 0 (non-inhibitor). (9) The drug is c1nnc(NCNc2nncs2)s1. The result is 0 (non-inhibitor).